Dataset: NCI-60 drug combinations with 297,098 pairs across 59 cell lines. Task: Regression. Given two drug SMILES strings and cell line genomic features, predict the synergy score measuring deviation from expected non-interaction effect. Drug 1: C1CCC(CC1)NC(=O)N(CCCl)N=O. Drug 2: CC(C)NC(=O)C1=CC=C(C=C1)CNNC.Cl. Cell line: SR. Synergy scores: CSS=50.7, Synergy_ZIP=-0.295, Synergy_Bliss=-0.00463, Synergy_Loewe=-12.3, Synergy_HSA=1.55.